The task is: Predict the reaction yield, written as a fraction of the theoretical maximum amount of product (1.0 means a 100% yield; for example, 0.34 means a 34% yield).. This data is from Reaction yield outcomes from USPTO patents with 853,638 reactions. (1) The reactants are [CH3:1][O:2][C:3]1[C:11]([CH3:12])=[CH:10][C:6]([C:7]([OH:9])=[O:8])=[CH:5][C:4]=1[CH3:13].O.[CH3:15]O. No catalyst specified. The product is [CH3:1][O:2][C:3]1[C:4]([CH3:13])=[CH:5][C:6]([C:7]([O:9][CH3:15])=[O:8])=[CH:10][C:11]=1[CH3:12]. The yield is 0.990. (2) The reactants are C([Li])CCC.CC1(C)CCCC(C)(C)N1.[O:16]1[CH:20]=[N:19][N:18]=[C:17]1[C:21]1[CH:26]=[CH:25][N:24]=[CH:23][CH:22]=1.[CH3:27][C:28]([CH3:32])([CH3:31])[CH:29]=[O:30].C(O)C(N)(CO)CO.Cl. The catalyst is O1CCCC1. The product is [CH3:27][C:28]([CH3:32])([CH3:31])[CH:29]([C:20]1[O:16][C:17]([C:21]2[CH:26]=[CH:25][N:24]=[CH:23][CH:22]=2)=[N:18][N:19]=1)[OH:30]. The yield is 0.450.